From a dataset of Catalyst prediction with 721,799 reactions and 888 catalyst types from USPTO. Predict which catalyst facilitates the given reaction. (1) Reactant: [CH3:1][O:2][C:3]1[CH:10]=[CH:9][C:8]([F:11])=[CH:7][C:4]=1[CH:5]=O.[N:12]([CH2:15][C:16]([O:18][CH2:19][CH3:20])=[O:17])=[N+:13]=[N-:14].C(#N)C.C(=O)=O.C([O-])(=O)C.[Na+].[NH4+].[Cl-]. Product: [N:12]([C:15](=[CH:5][C:4]1[CH:7]=[C:8]([F:11])[CH:9]=[CH:10][C:3]=1[O:2][CH3:1])[C:16]([O:18][CH2:19][CH3:20])=[O:17])=[N+:13]=[N-:14]. The catalyst class is: 14. (2) Reactant: [CH2:1]=[C:2]1[CH2:5][CH:4]([C:6]([OH:8])=[O:7])[CH2:3]1.C1N=CN(C(N2C=NC=C2)=O)C=1.[C:21]1([CH2:27]O)[CH:26]=[CH:25][CH:24]=[CH:23][CH:22]=1. Product: [CH2:1]=[C:2]1[CH2:5][CH:4]([C:6]([O:8][CH2:27][C:21]2[CH:26]=[CH:25][CH:24]=[CH:23][CH:22]=2)=[O:7])[CH2:3]1. The catalyst class is: 13.